Dataset: Catalyst prediction with 721,799 reactions and 888 catalyst types from USPTO. Task: Predict which catalyst facilitates the given reaction. (1) Reactant: Cl[C:2]1[C:7]([CH:8]=O)=[C:6]([Cl:10])[N:5]=[C:4]([S:11][CH3:12])[N:3]=1.CCN(CC)CC.[F:20][C:21]1[CH:27]=[C:26]([F:28])[CH:25]=[CH:24][C:22]=1[NH2:23].C[O:30][C:31]([CH2:33]P(=O)(OCC(F)(F)F)OCC(F)(F)F)=O. Product: [Cl:10][C:6]1[C:7]2[CH:8]=[CH:33][C:31](=[O:30])[N:23]([C:22]3[CH:24]=[CH:25][C:26]([F:28])=[CH:27][C:21]=3[F:20])[C:2]=2[N:3]=[C:4]([S:11][CH3:12])[N:5]=1. The catalyst class is: 266. (2) Reactant: [N:1]1[CH:6]=[CH:5][CH:4]=[C:3]([C:7]#[N:8])[CH:2]=1.[N-:9]=[N+:10]=[N-:11].[Na+].[Cl-].[NH4+].Cl. Product: [N:8]1[NH:9][N:10]=[N:11][C:7]=1[C:3]1[CH:2]=[N:1][CH:6]=[CH:5][CH:4]=1. The catalyst class is: 18. (3) Reactant: [OH:1][C:2]1[CH:11]=[C:10]([I:12])[CH:9]=[CH:8][C:3]=1[C:4]([O:6][CH3:7])=[O:5].[CH2:13](Br)[C:14]1[CH:19]=[CH:18][CH:17]=[CH:16][CH:15]=1.C([O-])([O-])=O.[K+].[K+]. Product: [CH2:13]([O:1][C:2]1[CH:11]=[C:10]([I:12])[CH:9]=[CH:8][C:3]=1[C:4]([O:6][CH3:7])=[O:5])[C:14]1[CH:19]=[CH:18][CH:17]=[CH:16][CH:15]=1. The catalyst class is: 3. (4) Reactant: [F-].C([N+](CCCC)(CCCC)CCCC)CCC.[Si]([O:36][CH2:37][CH2:38][O:39][CH2:40][C@H:41]([O:52][C:53]1[N:58]=[CH:57][N:56]=[C:55]2[N:59]([C:62]3[C:67]([C:68]#[N:69])=[CH:66][CH:65]=[CH:64][C:63]=3[Cl:70])[N:60]=[CH:61][C:54]=12)[C:42]([NH:44][C:45]1[CH:50]=[CH:49][C:48]([Cl:51])=[CH:47][N:46]=1)=[O:43])(C(C)(C)C)(C1C=CC=CC=1)C1C=CC=CC=1. Product: [Cl:70][C:63]1[CH:64]=[CH:65][CH:66]=[C:67]([C:68]#[N:69])[C:62]=1[N:59]1[C:55]2=[N:56][CH:57]=[N:58][C:53]([O:52][C@@H:41]([CH2:40][O:39][CH2:38][CH2:37][OH:36])[C:42]([NH:44][C:45]3[CH:50]=[CH:49][C:48]([Cl:51])=[CH:47][N:46]=3)=[O:43])=[C:54]2[CH:61]=[N:60]1. The catalyst class is: 1. (5) Reactant: [N:1]1([CH2:7][CH2:8][CH2:9][N:10]2[C:18]3[C:13](=[CH:14][CH:15]=[C:16]([N+:19]([O-])=O)[CH:17]=3)[CH:12]=[CH:11]2)[CH2:6][CH2:5][O:4][CH2:3][CH2:2]1.I.CS[C:25]([C:27]1[S:28][CH:29]=[CH:30][CH:31]=1)=[NH:26]. Product: [N:1]1([CH2:7][CH2:8][CH2:9][N:10]2[C:18]3[C:13](=[CH:14][CH:15]=[C:16]([NH:19][C:25]([C:27]4[S:28][CH:29]=[CH:30][CH:31]=4)=[NH:26])[CH:17]=3)[CH:12]=[CH:11]2)[CH2:6][CH2:5][O:4][CH2:3][CH2:2]1. The catalyst class is: 63. (6) Reactant: [H-].[Al+3].[Li+].[H-].[H-].[H-].[Br:7][C:8]1[CH:9]=[CH:10][C:11]([O:26][CH3:27])=[C:12]([C:14]2([C:24]#[N:25])[CH2:23][CH2:22][C:17]3([O:21][CH2:20][CH2:19][O:18]3)[CH2:16][CH2:15]2)[CH:13]=1.[OH-].[Na+]. Product: [Br:7][C:8]1[CH:9]=[CH:10][C:11]([O:26][CH3:27])=[C:12]([C:14]2([CH2:24][NH2:25])[CH2:15][CH2:16][C:17]3([O:18][CH2:19][CH2:20][O:21]3)[CH2:22][CH2:23]2)[CH:13]=1. The catalyst class is: 20. (7) Reactant: [OH-:1].[K+].[NH2:3]O.Cl.[F:6][C:7]1[CH:8]=[CH:9][C:10]([N:13]([CH2:24][C:25]2[CH:34]=[CH:33][C:28]([C:29](OC)=[O:30])=[CH:27][CH:26]=2)[C:14]2[N:18]([CH3:19])[C:17]3[CH:20]=[CH:21][CH:22]=[CH:23][C:16]=3[N:15]=2)=[N:11][CH:12]=1. Product: [NH2:3][OH:1].[F:6][C:7]1[CH:8]=[CH:9][C:10]([N:13]([CH2:24][C:25]2[CH:26]=[CH:27][C:28]([C:29]([NH:3][OH:1])=[O:30])=[CH:33][CH:34]=2)[C:14]2[N:18]([CH3:19])[C:17]3[CH:20]=[CH:21][CH:22]=[CH:23][C:16]=3[N:15]=2)=[N:11][CH:12]=1. The catalyst class is: 5.